The task is: Predict which catalyst facilitates the given reaction.. This data is from Catalyst prediction with 721,799 reactions and 888 catalyst types from USPTO. Reactant: [CH3:1][C:2]1([CH3:10])[O:9][C:7](=[O:8])[CH2:6][C:4](=[O:5])[O:3]1.C(N(CC)CC)C.[C:18](Cl)(=O)[CH2:19][CH2:20][CH3:21]. Product: [CH2:18]([CH:6]1[C:7](=[O:8])[O:9][C:2]([CH3:10])([CH3:1])[O:3][C:4]1=[O:5])[CH2:19][CH2:20][CH3:21]. The catalyst class is: 4.